From a dataset of Full USPTO retrosynthesis dataset with 1.9M reactions from patents (1976-2016). Predict the reactants needed to synthesize the given product. (1) Given the product [N+:17]([C:20]1[CH:25]=[CH:24][C:23]([S:26]([Cl:29])(=[O:27])=[O:28])=[CH:22][CH:21]=1)([O-:19])=[O:18].[S:4]([N:1]=[N+:2]=[N-:3])([C:8]1[CH:16]=[CH:15][C:11]([N+:12]([O-:14])=[O:13])=[CH:10][CH:9]=1)(=[O:5])=[O:6], predict the reactants needed to synthesize it. The reactants are: [N-:1]=[N+:2]=[N-:3].[S:4]([C:8]1[CH:16]=[CH:15][C:11]([N+:12]([O-:14])=[O:13])=[CH:10][CH:9]=1)([O-])(=[O:6])=[O:5].[N+:17]([C:20]1[CH:25]=[CH:24][C:23]([S:26]([Cl:29])(=[O:28])=[O:27])=[CH:22][CH:21]=1)([O-:19])=[O:18].N1(C2C=CN=CC=2)CCCC1.[N-]=[N+]=[N-].[Na+]. (2) Given the product [NH2:31][C:32]1[C:37]([Cl:38])=[CH:36][C:35]([S:39]([NH:8][C@H:9]([C:18]([N:22]2[CH2:23][CH2:24][C@H:25]3[C@H:30]([CH2:29][CH2:28][CH2:27][CH2:26]3)[CH2:21]2)=[O:20])[CH2:10][CH2:11][C:12]2[CH:13]=[CH:14][CH:15]=[CH:16][CH:17]=2)(=[O:41])=[O:40])=[CH:34][C:33]=1[Cl:43], predict the reactants needed to synthesize it. The reactants are: C([NH:8][C@H:9]([C:18]([OH:20])=O)[CH2:10][CH2:11][C:12]1[CH:17]=[CH:16][CH:15]=[CH:14][CH:13]=1)(OC(C)(C)C)=O.[CH2:21]1[C@@H:30]2[C@@H:25]([CH2:26][CH2:27][CH2:28][CH2:29]2)[CH2:24][CH2:23][NH:22]1.[NH2:31][C:32]1[C:37]([Cl:38])=[CH:36][C:35]([S:39](Cl)(=[O:41])=[O:40])=[CH:34][C:33]=1[Cl:43]. (3) Given the product [CH3:13][O:12][CH2:11][CH2:10][N:7]1[C:8](=[O:9])[C@@H:2]([NH:1][C:24](=[O:25])[C:23]([CH3:22])([CH3:38])[C:27]([NH:29][CH2:30][C:31]([F:36])([F:37])[C:32]([F:33])([F:34])[F:35])=[O:28])[C:3]2[CH:21]=[CH:20][CH:19]=[CH:18][C:4]=2[C:5]2[CH:17]=[CH:16][CH:15]=[CH:14][C:6]1=2, predict the reactants needed to synthesize it. The reactants are: [NH2:1][C@@H:2]1[C:8](=[O:9])[N:7]([CH2:10][CH2:11][O:12][CH3:13])[C:6]2[CH:14]=[CH:15][CH:16]=[CH:17][C:5]=2[C:4]2[CH:18]=[CH:19][CH:20]=[CH:21][C:3]1=2.[CH3:22][C:23]([CH3:38])([C:27]([NH:29][CH2:30][C:31]([F:37])([F:36])[C:32]([F:35])([F:34])[F:33])=[O:28])[C:24](O)=[O:25]. (4) Given the product [C:7]([O:6][C:4]([CH:3]=[C:14]1[CH2:15][CH2:23][CH:22]([C:25]2[CH:26]=[CH:27][C:28]([C:29]([O:31][CH2:32][CH3:33])=[O:30])=[CH:34][CH:35]=2)[CH2:21][CH2:20]1)=[O:5])([CH3:8])([CH3:9])[CH3:10], predict the reactants needed to synthesize it. The reactants are: C([C:3]([CH2:14][CH3:15])(P(=O)=O)[C:4]([O:6][C:7]([CH3:10])([CH3:9])[CH3:8])=[O:5])C.[H-].[Na+].O=C1C[CH2:23][CH:22]([C:25]2[CH:35]=[CH:34][C:28]([C:29]([O:31][CH2:32][CH3:33])=[O:30])=[CH:27][CH:26]=2)[CH2:21][CH2:20]1. (5) Given the product [F:1][C:2]1[CH:7]=[C:6]([CH3:8])[CH:5]=[CH:4][C:3]=1[NH:9][C:10]1[C:19]2[C:14](=[CH:15][C:16]([N:20]3[CH2:25][CH2:24][N:23]([CH3:26])[CH2:22][CH2:21]3)=[CH:17][CH:18]=2)[N:13]=[N:12][C:11]=1[C:27]([NH2:28])=[O:29], predict the reactants needed to synthesize it. The reactants are: [F:1][C:2]1[CH:7]=[C:6]([CH3:8])[CH:5]=[CH:4][C:3]=1[NH:9][C:10]1[C:19]2[C:14](=[CH:15][C:16]([N:20]3[CH2:25][CH2:24][N:23]([CH3:26])[CH2:22][CH2:21]3)=[CH:17][CH:18]=2)[N:13]=[N:12][C:11]=1[C:27]#[N:28].[OH-:29].[K+].